Dataset: Catalyst prediction with 721,799 reactions and 888 catalyst types from USPTO. Task: Predict which catalyst facilitates the given reaction. (1) Reactant: C([O:4][C@H:5]([CH3:27])[CH2:6][CH2:7][CH2:8][CH2:9][N:10]1[C:19](=[O:20])[C:18]2[N:17](COCC)[C:16]([Br:25])=[N:15][C:14]=2[N:13]([CH3:26])[C:11]1=[O:12])(=O)C.Cl. Product: [OH:4][C@H:5]([CH3:27])[CH2:6][CH2:7][CH2:8][CH2:9][N:10]1[C:19](=[O:20])[C:18]2[NH:17][C:16]([Br:25])=[N:15][C:14]=2[N:13]([CH3:26])[C:11]1=[O:12]. The catalyst class is: 275. (2) Reactant: Br[CH2:2][CH3:3].Cl.[CH3:5][O:6][C:7]([CH:9]1[CH2:13][CH2:12][CH2:11][NH:10]1)=[O:8].C(=O)([O-])[O-].[Cs+].[Cs+].C(#N)C. Product: [CH3:5][O:6][C:7]([CH:9]1[CH2:13][CH2:12][CH2:11][N:10]1[CH2:2][CH3:3])=[O:8]. The catalyst class is: 13. (3) Reactant: [Mg].Br[CH2:3][C:4]([CH3:7])([CH3:6])[CH3:5].[F:8][C:9]1[CH:14]=[CH:13][C:12]([O:15][CH3:16])=[CH:11][C:10]=1[C:17]1[C:18]([CH:33]=[O:34])=[CH:19][C:20]([O:23][CH2:24][C:25]2[CH:30]=[CH:29][C:28]([O:31][CH3:32])=[CH:27][CH:26]=2)=[CH:21][CH:22]=1.[Cl-].[NH4+]. Product: [F:8][C:9]1[CH:14]=[CH:13][C:12]([O:15][CH3:16])=[CH:11][C:10]=1[C:17]1[CH:22]=[CH:21][C:20]([O:23][CH2:24][C:25]2[CH:30]=[CH:29][C:28]([O:31][CH3:32])=[CH:27][CH:26]=2)=[CH:19][C:18]=1[CH:33]([OH:34])[CH2:3][C:4]([CH3:7])([CH3:6])[CH3:5]. The catalyst class is: 27. (4) Reactant: [CH2:1]([C:3]1[CH:8]=[CH:7][C:6]([C:9]2[C:18]([C:19]3[CH:24]=[CH:23][C:22]([CH2:25][CH3:26])=[CH:21][CH:20]=3)=[N:17][C:16]3[C:11](=[CH:12][CH:13]=[C:14]([C:27]#[N:28])[CH:15]=3)[N:10]=2)=[CH:5][CH:4]=1)[CH3:2].[N-:29]=[N+:30]=[N-:31].[Na+].[NH4+].[Cl-]. Product: [CH2:1]([C:3]1[CH:4]=[CH:5][C:6]([C:9]2[C:18]([C:19]3[CH:20]=[CH:21][C:22]([CH2:25][CH3:26])=[CH:23][CH:24]=3)=[N:17][C:16]3[C:11](=[CH:12][CH:13]=[C:14]([C:27]4[NH:31][N:30]=[N:29][N:28]=4)[CH:15]=3)[N:10]=2)=[CH:7][CH:8]=1)[CH3:2]. The catalyst class is: 9. (5) Reactant: [BH-](OC(C)=O)(OC(C)=O)OC(C)=O.[Na+].[C:15]([Si:19]([CH3:34])([CH3:33])[O:20][CH:21]1[C:30]2[C:25](=[C:26]([CH:31]=O)[CH:27]=[CH:28][CH:29]=2)[O:24][CH2:23][CH2:22]1)([CH3:18])([CH3:17])[CH3:16].[NH:35]1[CH2:40][CH2:39][CH2:38][CH2:37][CH2:36]1. Product: [C:15]([Si:19]([CH3:33])([CH3:34])[O:20][CH:21]1[C:30]2[C:25](=[C:26]([CH2:31][N:35]3[CH2:40][CH2:39][CH2:38][CH2:37][CH2:36]3)[CH:27]=[CH:28][CH:29]=2)[O:24][CH2:23][CH2:22]1)([CH3:18])([CH3:17])[CH3:16]. The catalyst class is: 68. (6) The catalyst class is: 5. Product: [C:31]([C:5]([CH:11]1[C:20]2[C:15](=[CH:16][C:17]([S:21]([C:24]3[CH:29]=[CH:28][CH:27]=[C:26]([F:30])[CH:25]=3)(=[O:23])=[O:22])=[CH:18][CH:19]=2)[O:14][CH2:13][CH2:12]1)([C:4]([OH:36])=[O:3])[C:6]([OH:8])=[O:7])([OH:33])=[O:32]. Reactant: C([O:3][C:4](=[O:36])[C:5]([C:31]([O:33]CC)=[O:32])([CH:11]1[C:20]2[C:15](=[CH:16][C:17]([S:21]([C:24]3[CH:29]=[CH:28][CH:27]=[C:26]([F:30])[CH:25]=3)(=[O:23])=[O:22])=[CH:18][CH:19]=2)[O:14][CH2:13][CH2:12]1)[C:6]([O:8]CC)=[O:7])C.[OH-].[Na+]. (7) Reactant: [NH2:1][CH2:2][CH2:3][CH2:4][N:5]1[CH2:11][CH2:10][C:9]2[CH:12]=[CH:13][C:14]([C:16]3[N:20]=[C:19]([C:21]4[CH:22]=[CH:23][C:24]([O:29][CH:30]([CH3:32])[CH3:31])=[C:25]([CH:28]=4)[C:26]#[N:27])[O:18][N:17]=3)=[CH:15][C:8]=2[CH2:7][CH2:6]1.C[O:34][C:35](Cl)=[O:36].N1C=C[CH:41]=[CH:40][CH:39]=1. Product: [CH:35]([OH:36])=[O:34].[C:26]([C:25]1[CH:28]=[C:21]([C:19]2[O:18][N:17]=[C:16]([C:14]3[CH:13]=[CH:12][C:9]4[CH2:10][CH2:11][N:5]([CH2:4][CH2:3][CH2:2][NH:1][C:39](=[O:34])[CH2:40][CH3:41])[CH2:6][CH2:7][C:8]=4[CH:15]=3)[N:20]=2)[CH:22]=[CH:23][C:24]=1[O:29][CH:30]([CH3:32])[CH3:31])#[N:27]. The catalyst class is: 2. (8) Reactant: [CH:1]1([N:6]2[C:14]3[C:9](=[CH:10][CH:11]=[C:12]([CH:15]([OH:17])[CH3:16])[CH:13]=3)[C:8]([CH2:18][CH3:19])=[N:7]2)[CH2:5][CH2:4][CH2:3][CH2:2]1.[Cr](Cl)([O-])(=O)=O.[NH+]1C=CC=CC=1. The catalyst class is: 2. Product: [CH:1]1([N:6]2[C:14]3[C:9](=[CH:10][CH:11]=[C:12]([C:15](=[O:17])[CH3:16])[CH:13]=3)[C:8]([CH2:18][CH3:19])=[N:7]2)[CH2:2][CH2:3][CH2:4][CH2:5]1. (9) Reactant: Cl[C:2]1[CH:17]=[CH:16][C:5]([C:6]([NH:8][CH2:9][C:10]2[CH:11]=[N:12][CH:13]=[CH:14][CH:15]=2)=[O:7])=[C:4]([NH:18][CH2:19][CH2:20][C:21]2[CH:26]=[CH:25][CH:24]=[C:23]([F:27])[CH:22]=2)[N:3]=1.[NH:28]1[CH2:32][CH2:31][CH2:30][CH2:29]1. Product: [F:27][C:23]1[CH:22]=[C:21]([CH:26]=[CH:25][CH:24]=1)[CH2:20][CH2:19][NH:18][C:4]1[N:3]=[C:2]([N:28]2[CH2:32][CH2:31][CH2:30][CH2:29]2)[CH:17]=[CH:16][C:5]=1[C:6]([NH:8][CH2:9][C:10]1[CH:11]=[N:12][CH:13]=[CH:14][CH:15]=1)=[O:7]. The catalyst class is: 5. (10) Product: [C:27]([O:26][C@@H:18]1[CH2:17][C@@:16]2([CH3:30])[C@@H:9]([CH2:10][CH2:11][C@:12]2([OH:31])[C:13](=[O:15])[CH3:14])[C@H:8]2[C@H:19]1[C@:20]1([CH3:25])[C:5]([CH2:6][CH2:7]2)=[CH:4][C:3](=[O:2])[CH2:22][CH2:21]1)(=[O:29])[CH3:28]. Reactant: C1CO[CH:22]2[CH:3]([CH2:4][C:5]3[C@:20]([CH3:25])([CH2:21]2)[C@@H:19]2[C@H:8]([C@H:9]4[C@:16]([CH3:30])([CH2:17][C@H:18]2[O:26][C:27](=[O:29])[CH3:28])[C@@:12]([OH:31])([C:13](=[O:15])[CH3:14])[CH2:11][CH2:10]4)[CH2:7][CH:6]=3)[O:2]1.O.C1(C)C=CC(S(O)(=O)=O)=CC=1.O. The catalyst class is: 21.